Task: Predict the product of the given reaction.. Dataset: Forward reaction prediction with 1.9M reactions from USPTO patents (1976-2016) (1) Given the reactants COC(C1C(C)=C2C(Cl)=C(C#N)C=NN2C=1)=O.COC1C=CC=CC=1OC1C=CC(N)=CC=1.[CH3:34][O:35][C:36]([C:38]1[C:39]([CH3:74])=[C:40]2[C:45]([NH:46][C:47]3[CH:52]=[CH:51][C:50]([O:53][C:54]4[CH:59]=[CH:58][CH:57]=[CH:56][C:55]=4[O:60][C:61](C(OC(C)(C)C)=O)(C)C)=[CH:49][CH:48]=3)=[C:44]([C:71]#[N:72])[CH:43]=[N:42][N:41]2[CH:73]=1)=[O:37], predict the reaction product. The product is: [CH3:34][O:35][C:36]([C:38]1[C:39]([CH3:74])=[C:40]2[C:45]([NH:46][C:47]3[CH:48]=[CH:49][C:50]([O:53][C:54]4[CH:59]=[CH:58][CH:57]=[CH:56][C:55]=4[O:60][CH3:61])=[CH:51][CH:52]=3)=[C:44]([C:71]#[N:72])[CH:43]=[N:42][N:41]2[CH:73]=1)=[O:37]. (2) The product is: [NH:36]1[C:37]2[C:42](=[CH:41][CH:40]=[CH:39][CH:38]=2)[C:34]([C:31]2[CH2:32][CH2:33][N:28]([CH2:12][C@@H:13]3[O:27][C:17]4=[C:18]5[C:23](=[CH:24][CH:25]=[C:16]4[O:15][CH2:14]3)[N:22]=[C:21]([CH3:26])[CH:20]=[CH:19]5)[CH2:29][CH:30]=2)=[CH:35]1. Given the reactants BrC1C=CC(S(O[CH2:12][C@@H:13]2[O:27][C:17]3=[C:18]4[C:23](=[CH:24][CH:25]=[C:16]3[O:15][CH2:14]2)[N:22]=[C:21]([CH3:26])[CH:20]=[CH:19]4)(=O)=O)=CC=1.[NH:28]1[CH2:33][CH:32]=[C:31]([C:34]2[C:42]3[C:37](=[CH:38][CH:39]=[CH:40][CH:41]=3)[NH:36][CH:35]=2)[CH2:30][CH2:29]1.C(N(C(C)C)CC)(C)C.CO, predict the reaction product.